Dataset: Full USPTO retrosynthesis dataset with 1.9M reactions from patents (1976-2016). Task: Predict the reactants needed to synthesize the given product. (1) Given the product [F:3][C:4]1[CH:5]=[N:6][N:7]([C:9]2([C:10]#[N:11])[CH2:14][CH2:13]2)[CH:8]=1, predict the reactants needed to synthesize it. The reactants are: [H-].[Na+].[F:3][C:4]1[CH:5]=[N:6][N:7]([CH2:9][C:10]#[N:11])[CH:8]=1.Br[CH2:13][CH2:14]Br.[Cl-].[NH4+]. (2) The reactants are: [S:1]1[CH:5]=[CH:4][C:3]([CH:6]=[O:7])=[CH:2]1.[BrH:8].CCOCC.[Br:14]Br. Given the product [Br:8][C:2]1[S:1][C:5]([Br:14])=[CH:4][C:3]=1[CH:6]=[O:7], predict the reactants needed to synthesize it.